The task is: Predict the reactants needed to synthesize the given product.. This data is from Full USPTO retrosynthesis dataset with 1.9M reactions from patents (1976-2016). (1) Given the product [CH2:1]([O:3][C:4]([C:5]1[C:6]2[N:7]([N:30]=[CH:29][CH:11]=2)[CH:8]=[CH:9][CH:10]=1)=[O:12])[CH3:2], predict the reactants needed to synthesize it. The reactants are: [CH2:1]([O:3][C:4](=[O:12])[C:5]1[CH:10]=[CH:9][CH:8]=[N:7][C:6]=1[CH3:11])[CH3:2].C1(C)C=C(C)C=C(C)C=1S(ON)(=O)=O.CO[CH:29](OC)[N:30](C)C. (2) Given the product [Cl:1][C:2]1[CH:7]=[CH:6][N:5]=[C:4]2[C:3]=1[C:21]1[CH:22]=[C:13]([C:12]([O:11][CH3:10])=[O:32])[CH:14]=[CH:15][C:16]=1[C:17](=[O:18])[NH:8]2, predict the reactants needed to synthesize it. The reactants are: [Cl:1][C:2]1[CH:7]=[CH:6][N:5]=[C:4]([NH2:8])[C:3]=1I.[CH3:10][O:11][C:12](=[O:32])[C:13]1[CH:22]=[CH:21][C:16]([C:17](OC)=[O:18])=[CH:15][C:14]=1B1OC(C)(C)C(C)(C)O1. (3) Given the product [Cl:1][C:2]1[CH:3]=[C:4]([NH:9][C:10]2[S:11][C:14]([CH2:15][O:16][C:17]3[CH:18]=[C:19]4[C:24](=[CH:25][CH:26]=3)[NH:23][C:22](=[O:27])[CH2:21][CH2:20]4)=[N:13][N:12]=2)[CH:5]=[CH:6][C:7]=1[Cl:8], predict the reactants needed to synthesize it. The reactants are: [Cl:1][C:2]1[CH:3]=[C:4]([NH:9][C:10]([NH:12][NH:13][C:14](=O)[CH2:15][O:16][C:17]2[CH:18]=[C:19]3[C:24](=[CH:25][CH:26]=2)[NH:23][C:22](=[O:27])[CH2:21][CH2:20]3)=[S:11])[CH:5]=[CH:6][C:7]=1[Cl:8].S(=O)(=O)(O)O. (4) Given the product [Cl:39][C:23]1[C:24]([C:33]2[CH:34]=[N:35][CH:36]=[CH:37][CH:38]=2)=[N:25][N:26]([C:27]2[CH:32]=[CH:31][CH:30]=[CH:29][CH:28]=2)[C:22]=1[NH:21][C:19]([NH:18][C@H:10]1[C@H:9]([C:4]2[CH:5]=[CH:6][C:7]([F:8])=[C:2]([F:1])[CH:3]=2)[CH2:13][N:12]([CH2:14][CH2:15][O:16][CH3:17])[CH2:11]1)=[O:20], predict the reactants needed to synthesize it. The reactants are: [F:1][C:2]1[CH:3]=[C:4]([C@@H:9]2[CH2:13][N:12]([CH2:14][CH2:15][O:16][CH3:17])[CH2:11][C@H:10]2[NH:18][C:19]([NH:21][C:22]2[N:26]([C:27]3[CH:32]=[CH:31][CH:30]=[CH:29][CH:28]=3)[N:25]=[C:24]([C:33]3[CH:34]=[N:35][CH:36]=[CH:37][CH:38]=3)[CH:23]=2)=[O:20])[CH:5]=[CH:6][C:7]=1[F:8].[Cl:39]N1C(=O)CCC1=O.CC1C=CC(S([O-])(=O)=O)=CC=1.[NH+]1C=CC=CC=1. (5) Given the product [F:18][C:19]1[CH:20]=[C:21]([C:2]2[C:3]([S:8][CH2:9][C:10]3[CH:15]=[CH:14][C:13]([O:16][CH3:17])=[CH:12][CH:11]=3)=[N:4][CH:5]=[CH:6][CH:7]=2)[CH:22]=[C:23]([F:27])[C:24]=1[O:25][CH3:26], predict the reactants needed to synthesize it. The reactants are: I[C:2]1[C:3]([S:8][CH2:9][C:10]2[CH:15]=[CH:14][C:13]([O:16][CH3:17])=[CH:12][CH:11]=2)=[N:4][CH:5]=[CH:6][CH:7]=1.[F:18][C:19]1[CH:20]=[C:21](B2OC(C)(C)C(C)(C)O2)[CH:22]=[C:23]([F:27])[C:24]=1[O:25][CH3:26].